Dataset: Forward reaction prediction with 1.9M reactions from USPTO patents (1976-2016). Task: Predict the product of the given reaction. (1) Given the reactants CN(C)C=O.Cl[C:7]1[N:8]=[CH:9][C:10]([CH:13]=[O:14])=[N:11][CH:12]=1.[CH3:15][C:16]([CH3:39])([CH2:21][O:22][C:23]1[CH:28]=[C:27]([CH3:29])[C:26](B2OC(C)(C)C(C)(C)O2)=[CH:25][N:24]=1)[C:17]([O:19][CH3:20])=[O:18].C(=O)([O-])[O-].[Na+].[Na+], predict the reaction product. The product is: [CH:13]([C:10]1[N:11]=[CH:12][C:7]([C:26]2[C:27]([CH3:29])=[CH:28][C:23]([O:22][CH2:21][C:16]([CH3:15])([CH3:39])[C:17]([O:19][CH3:20])=[O:18])=[N:24][CH:25]=2)=[N:8][CH:9]=1)=[O:14]. (2) The product is: [Cl:29][C:26]1[CH:25]=[CH:24][C:23]([O:22][CH:19]2[CH2:18][CH2:17][N:16]([C:14](=[O:15])[CH2:13][NH:1][C:2]3[CH:11]=[CH:10][C:5]4[NH:6][C:7](=[O:9])[NH:8][C:4]=4[CH:3]=3)[CH2:21][CH2:20]2)=[CH:28][CH:27]=1. Given the reactants [NH2:1][C:2]1[CH:11]=[CH:10][C:5]2[NH:6][C:7](=[O:9])[NH:8][C:4]=2[CH:3]=1.Cl[CH2:13][C:14]([N:16]1[CH2:21][CH2:20][CH:19]([O:22][C:23]2[CH:28]=[CH:27][C:26]([Cl:29])=[CH:25][CH:24]=2)[CH2:18][CH2:17]1)=[O:15], predict the reaction product. (3) Given the reactants [NH2:1][C:2]1[N:7]=[C:6]([N:8]2[CH2:32][CH2:31][C:11]3([CH2:15][N:14]([C:16]([O:18][CH2:19][C:20]4[CH:25]=[CH:24][CH:23]=[CH:22][CH:21]=4)=[O:17])[C@H:13]([C:26]([O:28]CC)=[O:27])[CH2:12]3)[CH2:10][CH2:9]2)[CH:5]=[C:4]([O:33][CH:34]([C:39]2[CH:44]=[CH:43][C:42]([C:45]#N)=[CH:41][C:40]=2[N:47]2[CH:51]=[CH:50][C:49]([CH3:52])=[N:48]2)[C:35]([F:38])([F:37])[F:36])[N:3]=1.O[Li].[OH2:55].Cl.C[OH:58], predict the reaction product. The product is: [NH2:1][C:2]1[N:7]=[C:6]([N:8]2[CH2:9][CH2:10][C:11]3([CH2:15][N:14]([C:16]([O:18][CH2:19][C:20]4[CH:21]=[CH:22][CH:23]=[CH:24][CH:25]=4)=[O:17])[C@H:13]([C:26]([OH:28])=[O:27])[CH2:12]3)[CH2:31][CH2:32]2)[CH:5]=[C:4]([O:33][CH:34]([C:39]2[CH:44]=[CH:43][C:42]([C:45]([OH:58])=[O:55])=[CH:41][C:40]=2[N:47]2[CH:51]=[CH:50][C:49]([CH3:52])=[N:48]2)[C:35]([F:37])([F:36])[F:38])[N:3]=1. (4) Given the reactants [CH3:1][N:2]1[CH:6]=[C:5]([C:7]2[N:12]=[C:11]([C:13]3[CH:14]=[N:15][NH:16][CH:17]=3)[N:10]3[CH:18]=[CH:19][N:20]=[C:9]3[CH:8]=2)[CH:4]=[N:3]1.CN(C=O)C.[C:26]([CH:28]=[CH:29][CH:30]1[CH2:35][CH2:34][N:33]([C:36]([O:38][C:39]([CH3:42])([CH3:41])[CH3:40])=[O:37])[CH2:32][CH2:31]1)#[N:27].C1CCN2C(=NCCC2)CC1, predict the reaction product. The product is: [C:26]([CH2:28][CH:29]([CH:30]1[CH2:35][CH2:34][N:33]([C:36]([O:38][C:39]([CH3:42])([CH3:41])[CH3:40])=[O:37])[CH2:32][CH2:31]1)[N:15]1[CH:14]=[C:13]([C:11]2[N:10]3[CH:18]=[CH:19][N:20]=[C:9]3[CH:8]=[C:7]([C:5]3[CH:4]=[N:3][N:2]([CH3:1])[CH:6]=3)[N:12]=2)[CH:17]=[N:16]1)#[N:27]. (5) Given the reactants [C:1]([C:3]([C:11]1[S:12][CH:13]=[CH:14][C:15]=1[C:16]#[N:17])([CH:8]([CH3:10])[CH3:9])[CH2:4][CH2:5][CH2:6]I)#[N:2].C(N(CC)CC)C.[C:25]([C:27]1[CH:28]=[C:29]([CH:39]=[CH:40][CH:41]=1)[O:30][CH2:31][CH2:32][N:33]1[CH2:38][CH2:37][NH:36][CH2:35][CH2:34]1)#[N:26], predict the reaction product. The product is: [C:1]([C:3]([C:11]1[S:12][CH:13]=[CH:14][C:15]=1[C:16]#[N:17])([CH:8]([CH3:10])[CH3:9])[CH2:4][CH2:5][CH2:6][N:36]1[CH2:35][CH2:34][N:33]([CH2:32][CH2:31][O:30][C:29]2[CH:39]=[CH:40][CH:41]=[C:27]([C:25]#[N:26])[CH:28]=2)[CH2:38][CH2:37]1)#[N:2]. (6) Given the reactants Cl[C:2]1[C:7]([F:8])=[C:6]([C:9]2[CH:14]=[CH:13][N:12]=[C:11]([NH:15][CH:16]3[CH2:21][CH2:20][O:19][CH2:18][CH2:17]3)[N:10]=2)[CH:5]=[CH:4][N:3]=1.Cl.[OH2:23], predict the reaction product. The product is: [F:8][C:7]1[C:2](=[O:23])[NH:3][CH:4]=[CH:5][C:6]=1[C:9]1[CH:14]=[CH:13][N:12]=[C:11]([NH:15][CH:16]2[CH2:21][CH2:20][O:19][CH2:18][CH2:17]2)[N:10]=1.